This data is from Retrosynthesis with 50K atom-mapped reactions and 10 reaction types from USPTO. The task is: Predict the reactants needed to synthesize the given product. (1) Given the product CC(C)(C)N1CCc2cc(O)ncc2C1, predict the reactants needed to synthesize it. The reactants are: COc1cc2c(cn1)CN(C(C)(C)C)CC2. (2) Given the product Cc1nc(-n2nc(-c3ccc(F)cc3)[nH]c2=O)ccc1Oc1ccnc(-c2cnn(C)c2)c1, predict the reactants needed to synthesize it. The reactants are: Cc1nc(-n2nc(-c3ccc(F)cc3)[nH]c2=O)ccc1Oc1ccnc(Cl)c1.Cn1cc(B2OC(C)(C)C(C)(C)O2)cn1. (3) Given the product O=C1NC(=S)SC1=Cc1ccc(-c2cc(C(=O)O)ccc2Cl)o1, predict the reactants needed to synthesize it. The reactants are: O=C1CSC(=S)N1.O=Cc1ccc(-c2cc(C(=O)O)ccc2Cl)o1. (4) Given the product CCOC(=O)C1CCN(c2ccc([N+](=O)[O-])c(C(=O)N(C)C)c2)CC1, predict the reactants needed to synthesize it. The reactants are: CCOC(=O)C1CCNCC1.CN(C)C(=O)c1cc(Cl)ccc1[N+](=O)[O-]. (5) Given the product CC(C)(C)OC(=O)Nc1cc(Cl)c(Cl)c(Cl)c1, predict the reactants needed to synthesize it. The reactants are: CC(C)(C)OC(=O)OC(=O)OC(C)(C)C.Nc1cc(Cl)c(Cl)c(Cl)c1.